From a dataset of Peptide-MHC class I binding affinity with 185,985 pairs from IEDB/IMGT. Regression. Given a peptide amino acid sequence and an MHC pseudo amino acid sequence, predict their binding affinity value. This is MHC class I binding data. (1) The peptide sequence is LAPECPMC. The MHC is H-2-Db with pseudo-sequence H-2-Db. The binding affinity (normalized) is 0. (2) The peptide sequence is IVPFWITAIY. The MHC is HLA-A03:01 with pseudo-sequence HLA-A03:01. The binding affinity (normalized) is 0.606. (3) The peptide sequence is YEFLQPILL. The MHC is HLA-B35:03 with pseudo-sequence HLA-B35:03. The binding affinity (normalized) is 0. (4) The peptide sequence is FGPIGKLIA. The MHC is HLA-A02:01 with pseudo-sequence HLA-A02:01. The binding affinity (normalized) is 0.0827.